From a dataset of Full USPTO retrosynthesis dataset with 1.9M reactions from patents (1976-2016). Predict the reactants needed to synthesize the given product. Given the product [ClH:37].[ClH:37].[ClH:37].[NH2:29][C:24]1[CH:25]=[CH:26][CH:27]=[CH:28][C:23]=1[NH:22][C:20]([C:17]1[CH:16]=[N:15][C:14]([N:11]2[CH2:10][CH2:9][NH:8][CH2:13][CH2:12]2)=[CH:19][N:18]=1)=[O:21], predict the reactants needed to synthesize it. The reactants are: C(OC([N:8]1[CH2:13][CH2:12][N:11]([C:14]2[CH:19]=[N:18][C:17]([C:20]([NH:22][C:23]3[CH:28]=[CH:27][CH:26]=[CH:25][C:24]=3[NH:29]C(OC(C)(C)C)=O)=[O:21])=[CH:16][N:15]=2)[CH2:10][CH2:9]1)=O)(C)(C)C.[ClH:37].